From a dataset of Forward reaction prediction with 1.9M reactions from USPTO patents (1976-2016). Predict the product of the given reaction. Given the reactants [CH3:1][C:2]1[N:7]=[C:6](/[C:8](=[N:10]/[O:11][CH2:12][C:13]#[C:14][C:15]2[N:20]=[C:19]([C:21](=[O:23])[CH3:22])[CH:18]=[CH:17][CH:16]=2)/[CH3:9])[CH:5]=[CH:4][CH:3]=1, predict the reaction product. The product is: [CH3:1][C:2]1[N:7]=[C:6](/[C:8](=[N:10]/[O:11][CH2:12][CH2:13][CH2:14][C:15]2[N:20]=[C:19]([C:21](=[O:23])[CH3:22])[CH:18]=[CH:17][CH:16]=2)/[CH3:9])[CH:5]=[CH:4][CH:3]=1.